From a dataset of Forward reaction prediction with 1.9M reactions from USPTO patents (1976-2016). Predict the product of the given reaction. (1) Given the reactants Cl[C:2]1[N:3]=[CH:4][CH:5]=[C:6]2[CH:10]=[CH:9][O:8][C:7]=12.C(O)CCC.Cl.[CH3:17][O:18][NH2:19], predict the reaction product. The product is: [CH3:17][O:18][NH:19][C:2]1[N:3]=[CH:4][CH:5]=[C:6]2[CH:10]=[CH:9][O:8][C:7]=12. (2) Given the reactants [NH2:1][CH:2]([CH3:12])[CH2:3][CH2:4][C:5]1[CH:10]=[CH:9][C:8]([OH:11])=[CH:7][CH:6]=1.C(N(CC)CC)C.[C:20](OC(=O)C)(=[O:22])[CH3:21], predict the reaction product. The product is: [OH:11][C:8]1[CH:7]=[CH:6][C:5]([CH2:4][CH2:3][CH:2]([NH:1][C:20](=[O:22])[CH3:21])[CH3:12])=[CH:10][CH:9]=1. (3) Given the reactants [C:1]([O:5][C:6](=[O:21])[CH2:7][C@@H:8]([CH2:12][CH2:13][CH2:14][CH:15]1[CH2:20][CH2:19][CH2:18][CH2:17][CH2:16]1)[C:9]([OH:11])=O)([CH3:4])([CH3:3])[CH3:2].C(N1C=CN=C1)(N1C=CN=C1)=O.O[NH:35][C:36](=[NH:47])[CH2:37][S:38]([C:41]1[CH:46]=[CH:45][CH:44]=[CH:43][CH:42]=1)(=[O:40])=[O:39], predict the reaction product. The product is: [CH:15]1([CH2:14][CH2:13][CH2:12][C@@H:8]([C:9]2[O:11][N:47]=[C:36]([CH2:37][S:38]([C:41]3[CH:46]=[CH:45][CH:44]=[CH:43][CH:42]=3)(=[O:40])=[O:39])[N:35]=2)[CH2:7][C:6]([O:5][C:1]([CH3:2])([CH3:3])[CH3:4])=[O:21])[CH2:20][CH2:19][CH2:18][CH2:17][CH2:16]1.